Dataset: M1 muscarinic receptor antagonist screen with 61,756 compounds. Task: Binary Classification. Given a drug SMILES string, predict its activity (active/inactive) in a high-throughput screening assay against a specified biological target. The drug is O(C1=C/C(=C\Nn2nnnc2N)C=CC1=O)C. The result is 0 (inactive).